Dataset: Drug-target binding data from BindingDB using IC50 measurements. Task: Regression. Given a target protein amino acid sequence and a drug SMILES string, predict the binding affinity score between them. We predict pIC50 (pIC50 = -log10(IC50 in M); higher means more potent). Dataset: bindingdb_ic50. (1) The small molecule is CCCCCCCCSCC(=O)C(F)(F)F. The target protein sequence is MDARRQVCYYVLALLCVSELSARIPSTEEVVVRTESGWIRGLKRRAEGNKSYASFRGVPYAKQPLGELRFKELQPLEPWQDELDATQEGPVCQQTDVLYGRIMRPRGMSEACIHANIHVPYYALPRDAADKNRFAGLPVLVFIHGGGFAFGSGDSDLHGPEYLVSKDVIVITFNYRLNVYGFLSLNSTSVPGNAGLRDMVTLLKWVQRNAHFFGGRPDDVTLMGQSAGAAATHILSLSKAADGLFRRAILMSGTSSSAFFTTNPVFAQYINKLFVTNIGITATDPEEIHQKLIEMPAEKLNEANRFLLEQFGLTTFFPVVESPINGVTTILDGDPEQLIAKGRGKHIPLIIGFTDAECEIFRRQFEQIDIVSKIKENPGILVPLSVLFSSAPDTVAEITKAMHEKYFKKSVDMEGYIELCTDSYFMYPAISLAIKRARSNGAPVYLYQFSFDGDYSVFREVNHLNFEGAGHIEDLTYVFRTNSMLGGHASFPPHDKDDHM.... The pIC50 is 7.7. (2) The compound is CCCCNC(=O)C[C@H](Sc1ccc2ccccc2c1)C(=O)O. The target protein (Q9NXA8) has sequence MRPLQIVPSRLISQLYCGLKPPASTRNQICLKMARPSSSMADFRKFFAKAKHIVIISGAGVSAESGVPTFRGAGGYWRKWQAQDLATPLAFAHNPSRVWEFYHYRREVMGSKEPNAGHRAIAECETRLGKQGRRVVVITQNIDELHRKAGTKNLLEIHGSLFKTRCTSCGVVAENYKSPICPALSGKGAPEPGTQDASIPVEKLPRCEEAGCGGLLRPHVVWFGENLDPAILEEVDRELAHCDLCLVVGTSSVVYPAAMFAPQVAARGVPVAEFNTETTPATNRFRFHFQGPCGTTLPEALACHENETVS. The pIC50 is 3.8. (3) The drug is COc1ccc(C(C)=NOC(N)=O)cc1OC1CCCC1. The target protein sequence is QAPLHLLDEDYLGQARHMLSKVGMWDFDIFLFDRLTNGNSLVTLLCHLFNTHGLIHHFKLDMVTLHRFLVMVQEDYHSQNPYHNAVHAADVTQAMHCYLKEPKLASFLTPLDIMLGLLAAAAHDVDHPGVNQPFLIKTNHHLANLYQNMSVLENHHWRSTIGMLRESRLLAHLPKEMTQDIEQQLGSLILATDINRQNEFLTRLKAHLHNKDLRLEDAQDRHFMLQIALKCADICNPCRIWEMSKQWSERVCEEFYRQGELEQKFELEISPLCNQQKDSIPSIQIGFMSYIVEPLFREWAHFTGNSTLSENMLGHLAHNKAQWKSLLPRQHRSRGSSGSGPDHDHAGQGTESEEQEGDSP. The pIC50 is 6.0. (4) The pIC50 is 8.6. The small molecule is CN(C)CC[C@@](O)(c1cccc2ccccc12)[C@H](c1ccccc1)c1cnc2ccc(Br)cc2c1. The target protein sequence is MDLDPNAIITAGALIGGGLIMGGGAIGAGIGDGIAGNALISGIARQPEAQGRLFTPFFITVGLVEAAYFINLAFMALFVFATPGLQ. (5) The drug is CN(Cc1ccccc1)Cc1ccc(CNc2ccnc3cc(Cl)ccc23)cc1. The target protein (Q9N623) has sequence MKFASKKNNQKNSSKNDERYRELDNLVQEGNGSRLGGGSCLGKCAHVFKLIFKEIKDNIFIYILSIIYLSVCVMNKIFAKRTLNKIGNYSFVTSETHNFICMIMFFIVYSLFGNKKGNSKERHRSFNLQFFAISMLDACSVILAFIGLTRTTGNIQSFVLQLSIPINMFFCFLILRYRYHLYNYLGAVIIVVTIALVEMKLSFETQEENSIIFNLVLISALIPVCFSNMTREIVFKKYKIDILRLNAMVSFFQLFTSCLILPVYTLPFLKQLHLPYNEIWTNIKNGFACLFLGRNTVVENCGLGMAKLCDDCDGAWKTFALFSFFNICDNLITSYIIDKFSTMTYTIVSCIQGPAIAIAYYFKFLAGDVVREPRLLDFVTLFGYLFGSIIYRVGNIILERKKMRNEENEDSEGELTNVDSIITQ. The pIC50 is 4.2. (6) The small molecule is COCCS(=O)(=O)NC(=O)c1cc(N2CCC(OC)CC2)c2c(C3CCC3)nn(-c3ccccc3)c2n1. The target protein sequence is MQRSPLEKASVVSKLFFSWTRPILRKGYRQRLELSDIYQIPSVDSADNLSEKLEREWDRELASKKNPKLINALRRCFFWRFMFYGIFLYLGEVTKAVQPLLLGRIIASYDPDNKEERSIAIYLGIGLCLLFIVRTLLLHPAIFGLHHIGMQMRIAMFSLIYKKTLKLSSRVLDKISIGQLVSLLSNNLNKFDEGLALAHFVWIAPLQVALLMGLIWELLQASAFCGLGFLIVLALFQAGLGRMMMKYRDQRAGKISERLVITSEMIENIQSVKAYCWEEAMEKMIENLRQTELKLTRKAAYVRYFNSSAFFFSGFFVVFLSVLPYALIKGIILRKIFTTISFCIVLRMAVTRQFPWAVQTWYDSLGAINKIQDFLQKQEYKTLEYNLTTTEVVMENVTAFWEEGFGELFEKAKQNNNNRKTSNGDDSLFFSNFSLLGTPVLKDINFKIERGQLLAVAGSTGAGKTSLLMVIMGELEPSEGKIKHSGRISFCSQFSWIMPG.... The pIC50 is 6.4.